This data is from Peptide-MHC class I binding affinity with 185,985 pairs from IEDB/IMGT. The task is: Regression. Given a peptide amino acid sequence and an MHC pseudo amino acid sequence, predict their binding affinity value. This is MHC class I binding data. (1) The binding affinity (normalized) is 0.0847. The peptide sequence is WMQELRAGA. The MHC is HLA-B27:05 with pseudo-sequence HLA-B27:05. (2) The MHC is HLA-A26:01 with pseudo-sequence HLA-A26:01. The binding affinity (normalized) is 0.0847. The peptide sequence is FGVDGEAGF. (3) The peptide sequence is NHINVEASL. The MHC is HLA-B38:01 with pseudo-sequence HLA-B38:01. The binding affinity (normalized) is 0.666.